The task is: Predict the reaction yield, written as a fraction of the theoretical maximum amount of product (1.0 means a 100% yield; for example, 0.34 means a 34% yield).. This data is from Reaction yield outcomes from USPTO patents with 853,638 reactions. (1) The reactants are [CH3:1][C:2]1[CH:3]=[C:4]([CH:8]=[CH:9][N:10]=1)[C:5]([OH:7])=[O:6].S(Cl)(Cl)=O.[CH3:15]O. No catalyst specified. The product is [CH3:1][C:2]1[CH:3]=[C:4]([CH:8]=[CH:9][N:10]=1)[C:5]([O:7][CH3:15])=[O:6]. The yield is 0.610. (2) The reactants are [OH:1][CH:2]([C:8]1[CH:9]=[N:10][CH:11]=[C:12]([C:14]2[CH:15]=[C:16]3[C:22](I)=[CH:21][N:20]([CH2:24][O:25][CH2:26][CH2:27][Si:28]([CH3:31])([CH3:30])[CH3:29])[C:17]3=[N:18][CH:19]=2)[CH:13]=1)[C:3]([N:5]([CH3:7])[CH3:6])=[O:4].C([Sn](CCCC)(CCCC)[C:37]1[O:38][CH:39]=[CH:40][N:41]=1)CCC. The catalyst is CC(N(C)C)=O.C1C=CC([P]([Pd]([P](C2C=CC=CC=2)(C2C=CC=CC=2)C2C=CC=CC=2)([P](C2C=CC=CC=2)(C2C=CC=CC=2)C2C=CC=CC=2)[P](C2C=CC=CC=2)(C2C=CC=CC=2)C2C=CC=CC=2)(C2C=CC=CC=2)C2C=CC=CC=2)=CC=1.[Cu]I. The product is [OH:1][CH:2]([C:8]1[CH:9]=[N:10][CH:11]=[C:12]([C:14]2[CH:15]=[C:16]3[C:22]([C:37]4[O:38][CH:39]=[CH:40][N:41]=4)=[CH:21][N:20]([CH2:24][O:25][CH2:26][CH2:27][Si:28]([CH3:31])([CH3:30])[CH3:29])[C:17]3=[N:18][CH:19]=2)[CH:13]=1)[C:3]([N:5]([CH3:7])[CH3:6])=[O:4]. The yield is 0.220. (3) The reactants are [CH3:1][O:2][C:3](=[O:16])[C@@H:4]([NH:8][C:9]([O:11][C:12]([CH3:15])([CH3:14])[CH3:13])=[O:10])[CH2:5][CH2:6]Br.[CH2:17]([N:19](CC)[CH2:20]C)C.CNC. The catalyst is C1COCC1. The product is [CH3:1][O:2][C:3](=[O:16])[C@@H:4]([NH:8][C:9]([O:11][C:12]([CH3:15])([CH3:14])[CH3:13])=[O:10])[CH2:5][CH2:6][N:19]([CH3:20])[CH3:17]. The yield is 0.970. (4) The reactants are [CH3:1][O:2][C:3](=[O:31])[CH2:4][N:5]1[CH2:11][C:10]([CH2:12]S(C)(=O)=O)=[CH:9][CH2:8][CH:7]([NH:17][C:18]([C:20]2[C:29]3[C:24](=[CH:25][CH:26]=[CH:27][CH:28]=3)[CH:23]=[CH:22][N:21]=2)=[O:19])[C:6]1=[O:30].[CH2:32]([NH2:39])[C:33]1[CH:38]=[CH:37][CH:36]=[CH:35][CH:34]=1.FC(F)(F)C([O-])=O. The catalyst is C(Cl)Cl. The product is [CH3:1][O:2][C:3](=[O:31])[CH2:4][N:5]1[CH2:11][C:10]([CH2:12][NH:39][CH2:32][C:33]2[CH:38]=[CH:37][CH:36]=[CH:35][CH:34]=2)=[CH:9][CH2:8][CH:7]([NH:17][C:18]([C:20]2[C:29]3[C:24](=[CH:25][CH:26]=[CH:27][CH:28]=3)[CH:23]=[CH:22][N:21]=2)=[O:19])[C:6]1=[O:30]. The yield is 0.440. (5) The reactants are [C:1]([NH:5][C:6]([C:8]1[C:16]2[C:11](=[N:12][CH:13]=[C:14]([N:17]3[C:25]4[C:20](=[CH:21][C:22]([CH3:26])=[CH:23][CH:24]=4)[CH:19]=[N:18]3)[N:15]=2)[N:10](COCC[Si](C)(C)C)[CH:9]=1)=[O:7])([CH3:4])([CH3:3])[CH3:2].FC(F)(F)C(O)=O. The catalyst is ClCCl. The product is [C:1]([NH:5][C:6]([C:8]1[C:16]2[C:11](=[N:12][CH:13]=[C:14]([N:17]3[C:25]4[C:20](=[CH:21][C:22]([CH3:26])=[CH:23][CH:24]=4)[CH:19]=[N:18]3)[N:15]=2)[NH:10][CH:9]=1)=[O:7])([CH3:4])([CH3:3])[CH3:2]. The yield is 0.260. (6) The product is [N+:1]([CH2:2][CH:3]1[CH2:8][CH2:7][N:6]([C:9]([O:11][C:12]([CH3:15])([CH3:14])[CH3:13])=[O:10])[CH2:5][CH2:4]1)#[C-:18]. The reactants are [NH2:1][CH2:2][CH:3]1[CH2:8][CH2:7][N:6]([C:9]([O:11][C:12]([CH3:15])([CH3:14])[CH3:13])=[O:10])[CH2:5][CH2:4]1.[OH-].[Na+].[CH2:18](Cl)Cl. The catalyst is [Cl-].C([N+](CC)(CC)CC)C1C=CC=CC=1.O. The yield is 0.350. (7) The reactants are Cl.[CH3:2][O:3][C:4]1[C:9]2[N:10]=[C:11]([C:13]3[NH:14][C:15]4[CH2:20][CH2:19][NH:18][CH2:17][C:16]=4[N:21]=3)[S:12][C:8]=2[C:7]([N:22]2[CH2:27][CH2:26][O:25][CH2:24][CH2:23]2)=[CH:6][CH:5]=1.C(N(C(C)C)C(C)C)C.Cl[C:38]([O:40][CH2:41][CH3:42])=[O:39].C(N)C1C=CC=CC=1. The catalyst is O1CCCC1. The product is [CH2:41]([O:40][C:38]([N:18]1[CH2:19][CH2:20][C:15]2[NH:14][C:13]([C:11]3[S:12][C:8]4[C:7]([N:22]5[CH2:23][CH2:24][O:25][CH2:26][CH2:27]5)=[CH:6][CH:5]=[C:4]([O:3][CH3:2])[C:9]=4[N:10]=3)=[N:21][C:16]=2[CH2:17]1)=[O:39])[CH3:42]. The yield is 0.250. (8) The yield is 0.00100. The catalyst is C(Cl)Cl.[OH-].[Na+].CCOC(C)=O.Cl[Ti](Cl)(Cl)Cl. The product is [C:3]([OH:24])([C:2]([F:12])([F:11])[F:1])=[O:4].[F:1][C:2]([F:12])([F:11])[CH:3]([N:13]1[CH2:18][CH2:17][NH:16][CH2:15][CH2:14]1)[C:5]1[CH:10]=[CH:9][CH:8]=[CH:7][CH:6]=1. The reactants are [F:1][C:2]([F:12])([F:11])[C:3]([C:5]1[CH:10]=[CH:9][CH:8]=[CH:7][CH:6]=1)=[O:4].[NH:13]1[CH2:18][CH2:17][NH:16][CH2:15][CH2:14]1.C([BH3-])#N.[Na+].C[OH:24]. (9) The yield is 0.210. The product is [C:27]([NH:26][C:22]1[CH:21]=[C:20]([C:18]2[S:19][C:2]([C:3]([O:5][CH2:6][CH3:7])=[O:4])=[C:8]([C:10]3[CH:15]=[CH:14][CH:13]=[CH:12][C:11]=3[Cl:16])[N:17]=2)[CH:25]=[CH:24][N:23]=1)(=[O:29])[CH3:28]. The reactants are Cl[CH:2]([C:8]([C:10]1[CH:15]=[CH:14][CH:13]=[CH:12][C:11]=1[Cl:16])=O)[C:3]([O:5][CH2:6][CH3:7])=[O:4].[NH2:17][C:18]([C:20]1[CH:25]=[CH:24][N:23]=[C:22]([NH:26][C:27](=[O:29])[CH3:28])[CH:21]=1)=[S:19]. The catalyst is C(O)(C)C. (10) The reactants are [N+:1]([O-:4])(O)=[O:2].S(=O)(=O)(O)O.[C:10]([C:13]1[CH:18]=[CH:17][C:16]([C:19]2[C:27]3[C:22](=[CH:23][CH:24]=[CH:25][CH:26]=3)[N:21]([C:28]3[CH:36]=[CH:35][C:31]([C:32]([OH:34])=[O:33])=[CH:30][CH:29]=3)[N:20]=2)=[CH:15][CH:14]=1)(=[O:12])[NH2:11]. No catalyst specified. The product is [C:10]([C:13]1[CH:14]=[CH:15][C:16]([C:19]2[C:27]3[C:22](=[CH:23][CH:24]=[C:25]([N+:1]([O-:4])=[O:2])[CH:26]=3)[N:21]([C:28]3[CH:29]=[CH:30][C:31]([C:32]([OH:34])=[O:33])=[CH:35][CH:36]=3)[N:20]=2)=[CH:17][CH:18]=1)(=[O:12])[NH2:11]. The yield is 0.620.